From a dataset of Full USPTO retrosynthesis dataset with 1.9M reactions from patents (1976-2016). Predict the reactants needed to synthesize the given product. (1) Given the product [CH3:1][C:2]1[CH:15]=[CH:14][C:5]([CH2:6][N:7]2[CH2:12][CH2:11][CH:10]([NH2:22])[CH2:9][CH2:8]2)=[CH:4][CH:3]=1, predict the reactants needed to synthesize it. The reactants are: [CH3:1][C:2]1[CH:15]=[CH:14][C:5]([CH2:6][N:7]2[CH2:12][CH2:11][C:10](=O)[CH2:9][CH2:8]2)=[CH:4][CH:3]=1.C([O-])(=O)C.[NH4+].C([BH3-])#[N:22].[Na+]. (2) Given the product [CH3:1][C@H:2]1[O:7][C@@H:6]([CH3:8])[CH2:5][N:4]([C:9]2[C:16]([F:17])=[C:15]([F:18])[C:14]([C:19]#[C:20][C:22]3[CH:23]=[N:24][CH:25]=[CH:26][CH:27]=3)=[CH:13][C:10]=2[CH:11]=[O:12])[CH2:3]1, predict the reactants needed to synthesize it. The reactants are: [CH3:1][C@H:2]1[O:7][C@@H:6]([CH3:8])[CH2:5][N:4]([C:9]2[C:16]([F:17])=[C:15]([F:18])[C:14]([C:19]#[CH:20])=[CH:13][C:10]=2[CH:11]=[O:12])[CH2:3]1.Br[C:22]1[CH:23]=[N:24][CH:25]=[CH:26][CH:27]=1. (3) Given the product [CH3:24][O:23][C:17]1[CH:18]=[C:19]([O:21][CH3:22])[N:20]=[C:15]([O:26][CH:6]([C:2]2[S:1][CH:5]=[CH:4][CH:3]=2)[C:7]([O:9][CH3:10])=[O:8])[N:16]=1, predict the reactants needed to synthesize it. The reactants are: [S:1]1[CH:5]=[CH:4][CH:3]=[C:2]1[CH2:6][C:7]([O:9][CH3:10])=[O:8].CS([C:15]1[N:20]=[C:19]([O:21][CH3:22])[CH:18]=[C:17]([O:23][CH3:24])[N:16]=1)(=O)=O.C([O-])([O-])=[O:26].[K+].[K+].O. (4) Given the product [Cl:8][C:5]1[N:6]=[CH:7][C:2]([NH:1][C:42](=[O:43])[C:41]2[CH:45]=[C:37]([CH2:36][C:30]3[C:31](=[O:35])[C:32]([O:33][CH3:34])=[C:27]([O:26][CH3:25])[C:28](=[O:51])[C:29]=3[CH3:50])[CH:38]=[CH:39][C:40]=2[O:46][C:47](=[O:49])[CH3:48])=[CH:3][CH:4]=1, predict the reactants needed to synthesize it. The reactants are: [NH2:1][C:2]1[CH:3]=[CH:4][C:5]([Cl:8])=[N:6][CH:7]=1.C(N(CC)CC)C.[Cl-].ClC1N(C)CC[NH+]1C.[CH3:25][O:26][C:27]1[C:28](=[O:51])[C:29]([CH3:50])=[C:30]([CH2:36][C:37]2[CH:38]=[CH:39][C:40]([O:46][C:47](=[O:49])[CH3:48])=[C:41]([CH:45]=2)[C:42](O)=[O:43])[C:31](=[O:35])[C:32]=1[O:33][CH3:34]. (5) Given the product [CH2:1]([C:3]1[S:7][C:6]([C:8]2[CH:13]=[N:12][CH:11]=[CH:10][N:9]=2)=[N:5][C:4]=1[O:14][S:24]([C:27]([F:30])([F:29])[F:28])(=[O:26])=[O:25])[CH3:2], predict the reactants needed to synthesize it. The reactants are: [CH2:1]([C:3]1[S:7][C:6]([C:8]2[CH:13]=[N:12][CH:11]=[CH:10][N:9]=2)=[N:5][C:4]=1[OH:14])[CH3:2].[H-].[Na+].C1C=CC(N([S:24]([C:27]([F:30])([F:29])[F:28])(=[O:26])=[O:25])[S:24]([C:27]([F:30])([F:29])[F:28])(=[O:26])=[O:25])=CC=1.O. (6) Given the product [Br:8][C:9]1[CH:14]=[CH:13][C:12]([CH2:15][C:16]([O:18][CH3:20])=[O:17])=[C:11]([F:19])[CH:10]=1, predict the reactants needed to synthesize it. The reactants are: C[Si](C=[N+]=[N-])(C)C.[Br:8][C:9]1[CH:14]=[CH:13][C:12]([CH2:15][C:16]([OH:18])=[O:17])=[C:11]([F:19])[CH:10]=1.[CH3:20]O. (7) Given the product [CH2:20]([NH:27][CH2:2][CH:3]([C:5]1[CH:10]=[CH:9][C:8]([O:11][CH2:12][CH2:13][CH2:14][CH2:15][CH2:16][CH2:17][CH2:18][CH3:19])=[CH:7][CH:6]=1)[OH:4])[C:21]1[CH:26]=[CH:25][CH:24]=[CH:23][CH:22]=1, predict the reactants needed to synthesize it. The reactants are: Br[CH2:2][C:3]([C:5]1[CH:10]=[CH:9][C:8]([O:11][CH2:12][CH2:13][CH2:14][CH2:15][CH2:16][CH2:17][CH2:18][CH3:19])=[CH:7][CH:6]=1)=[O:4].[CH2:20]([NH2:27])[C:21]1[CH:26]=[CH:25][CH:24]=[CH:23][CH:22]=1.[BH4-].[Na+]. (8) Given the product [NH2:33][C:4]1[S:3][C:2]([C:43]2[C:44]([F:49])=[CH:45][CH:46]=[C:47]([F:48])[C:42]=2[F:41])=[N:6][C:5]=1[C:7]([NH:8][C:9]1[CH:10]=[N:11][N:12]([CH3:31])[C:13]=1[C@@H:14]1[CH2:20][CH2:19][C@@H:18]([NH2:21])[C@@H:17]([O:29][CH3:30])[CH2:16][O:15]1)=[O:32], predict the reactants needed to synthesize it. The reactants are: Br[C:2]1[S:3][C:4]([NH:33]C(=O)OC(C)(C)C)=[C:5]([C:7](=[O:32])[NH:8][C:9]2[CH:10]=[N:11][N:12]([CH3:31])[C:13]=2[C@@H:14]2[CH2:20][CH2:19][C@@H:18]([NH:21]C(OC(C)(C)C)=O)[C@@H:17]([O:29][CH3:30])[CH2:16][O:15]2)[N:6]=1.[F:41][C:42]1[C:47]([F:48])=[CH:46][CH:45]=[C:44]([F:49])[C:43]=1B(O)O. (9) Given the product [CH2:19]([N:21]1[C:2]2=[N:9][CH:8]=[C:7]([N+:10]([O-:12])=[O:11])[CH:6]=[C:3]2[C:4]([NH2:5])=[N:22]1)[CH3:20], predict the reactants needed to synthesize it. The reactants are: Cl[C:2]1[N:9]=[CH:8][C:7]([N+:10]([O-:12])=[O:11])=[CH:6][C:3]=1[C:4]#[N:5].C(O)(=O)C(O)=O.[CH2:19]([NH:21][NH2:22])[CH3:20].C([O-])([O-])=O.[K+].[K+].